Dataset: Experimentally validated miRNA-target interactions with 360,000+ pairs, plus equal number of negative samples. Task: Binary Classification. Given a miRNA mature sequence and a target amino acid sequence, predict their likelihood of interaction. (1) The protein sequence of the target gene is MVGRSRRRGAAKWAAVRAKAGPTLTDENGDDLGLPPSPGDTSYYQDQVDDFHEARSRAALAKGWNEVQSGDEEDGEEEEEEVLALDMDDEDDEDGGNAGEEEEEENADDDGGSSVQSEAEASVDPSLSWGQRKKLYYDTDYGSKSRGRQSQQEAEEEEREEEEEAQIIQRRLAQALQEDDFGVAWVEAFAKPVPQVDEAETRVVKDLAKVSVKEKLKMLRKESPELLELIEDLKVKLTEVKDELEPLLELVEQGIIPPGKGSQYLRTKYNLYLNYCSNISFYLILKARRVPAHGHPVIER.... Result: 0 (no interaction). The miRNA is hsa-miR-4296 with sequence AUGUGGGCUCAGGCUCA. (2) The miRNA is hsa-miR-4448 with sequence GGCUCCUUGGUCUAGGGGUA. The protein sequence of the target gene is MAPSAWAICWLLGGLLLHGGSSGPSPGPSVPRLRLSYRDLLSANRSAIFLGPQGSLNLQAMYLDEYRDRLFLGGLDALYSLRLDQAWPDPREVLWPPQPGQREECVRKGRDPLTECANFVRVLQPHNRTHLLACGTGAFQPTCALITVGHRGEHVLHLEPGSVESGRGRCPHEPSRPFASTFIDGELYTGLTADFLGREAMIFRSGGPRPALRSDSDQSLLHDPRFVMAARIPENSDQDNDKVYFFFSETVPSPDGGSNHVTVSRVGRVCVNDAGGQRVLVNKWSTFLKARLVCSVPGPG.... Result: 1 (interaction).